From a dataset of Reaction yield outcomes from USPTO patents with 853,638 reactions. Predict the reaction yield, written as a fraction of the theoretical maximum amount of product (1.0 means a 100% yield; for example, 0.34 means a 34% yield). (1) The reactants are Cl[C:2]1[CH:3]=[C:4]([S:13]([CH3:16])(=[O:15])=[O:14])[C:5]2[N:6]([C:8]([CH3:12])=[C:9]([CH3:11])[N:10]=2)[N:7]=1.[C:17]([C:19]1[N:23]([CH3:24])[N:22]=[C:21]([N:25]2[CH2:29][CH2:28][CH2:27][CH2:26]2)[N:20]=1)#[CH:18].C(N(CC)CC)C. The catalyst is CN(C=O)C.CCOC(C)=O.[Cu]I.C1C=CC(P(C2C=CC=CC=2)C2C=CC=CC=2)=CC=1.C1C=CC(P(C2C=CC=CC=2)C2C=CC=CC=2)=CC=1.Cl[Pd]Cl. The product is [CH3:11][C:9]1[N:10]=[C:5]2[C:4]([S:13]([CH3:16])(=[O:15])=[O:14])=[CH:3][C:2]([C:18]#[C:17][C:19]3[N:23]([CH3:24])[N:22]=[C:21]([N:25]4[CH2:29][CH2:28][CH2:27][CH2:26]4)[N:20]=3)=[N:7][N:6]2[C:8]=1[CH3:12]. The yield is 0.410. (2) The reactants are [F:1][C:2]1[CH:3]=[C:4]([C:12](=O)[CH2:13][C:14](=O)[C:15]([F:18])([F:17])[F:16])[CH:5]=[CH:6][C:7]=1[C:8]([F:11])([F:10])[F:9].[NH2:21][C:22]1[C:26]([C:27]2[CH:32]=[C:31]([CH3:33])[N:30]=[C:29]([CH3:34])[CH:28]=2)=[CH:25][NH:24][N:23]=1. No catalyst specified. The product is [F:1][C:2]1[CH:3]=[C:4]([C:12]2[CH:13]=[C:14]([C:15]([F:18])([F:17])[F:16])[N:23]3[N:24]=[CH:25][C:26]([C:27]4[CH:32]=[C:31]([CH3:33])[N:30]=[C:29]([CH3:34])[CH:28]=4)=[C:22]3[N:21]=2)[CH:5]=[CH:6][C:7]=1[C:8]([F:11])([F:10])[F:9]. The yield is 0.200.